Task: Regression. Given a peptide amino acid sequence and an MHC pseudo amino acid sequence, predict their binding affinity value. This is MHC class II binding data.. Dataset: Peptide-MHC class II binding affinity with 134,281 pairs from IEDB (1) The peptide sequence is EELRSLYNTVATLYCVH. The MHC is DRB1_1302 with pseudo-sequence DRB1_1302. The binding affinity (normalized) is 0.429. (2) The peptide sequence is HFLLRGPFEASWAIK. The MHC is H-2-IAb with pseudo-sequence H-2-IAb. The binding affinity (normalized) is 0.684. (3) The peptide sequence is EVYEARLTKFKYLAG. The MHC is DRB1_0101 with pseudo-sequence DRB1_0101. The binding affinity (normalized) is 0.438. (4) The peptide sequence is AWASACGGTGKNTIV. The MHC is HLA-DQA10501-DQB10201 with pseudo-sequence HLA-DQA10501-DQB10201. The binding affinity (normalized) is 0.